From a dataset of Peptide-MHC class II binding affinity with 134,281 pairs from IEDB. Regression. Given a peptide amino acid sequence and an MHC pseudo amino acid sequence, predict their binding affinity value. This is MHC class II binding data. (1) The peptide sequence is NKIKQKTKQIGNRPG. The MHC is DRB1_1301 with pseudo-sequence DRB1_1301. The binding affinity (normalized) is 0.638. (2) The peptide sequence is EVWNRVWITNNPHMQ. The MHC is DRB4_0103 with pseudo-sequence DRB4_0103. The binding affinity (normalized) is 0.623. (3) The peptide sequence is EVVKANGGYLAAGKL. The binding affinity (normalized) is 0.278. The MHC is DRB3_0101 with pseudo-sequence DRB3_0101. (4) The peptide sequence is LYKYKVVKIEPLGVAPTKAK. The MHC is DRB1_0701 with pseudo-sequence DRB1_0701. The binding affinity (normalized) is 0.813.